Dataset: Clinical trial toxicity outcomes and FDA approval status for drugs. Task: Regression/Classification. Given a drug SMILES string, predict its toxicity properties. Task type varies by dataset: regression for continuous values (e.g., LD50, hERG inhibition percentage) or binary classification for toxic/non-toxic outcomes (e.g., AMES mutagenicity, cardiotoxicity, hepatotoxicity). Dataset: clintox. (1) The result is 1 (failed clinical trial for toxicity). The compound is C=C1N(CCCCCC(=O)O)c2ccccc2C1(C)C. (2) The drug is CCCOC(=O)Cn1cc(I)c(=O)c(I)c1. The result is 0 (passed clinical trial).